Dataset: Full USPTO retrosynthesis dataset with 1.9M reactions from patents (1976-2016). Task: Predict the reactants needed to synthesize the given product. (1) Given the product [O:17]([CH2:2][C:3]([C:5]1[CH:10]=[CH:9][CH:8]=[CH:7][CH:6]=1)=[O:4])[C:11]1[CH:16]=[CH:15][CH:14]=[CH:13][CH:12]=1, predict the reactants needed to synthesize it. The reactants are: F[CH2:2][C:3]([C:5]1[CH:10]=[CH:9][CH:8]=[CH:7][CH:6]=1)=[O:4].[C:11]1([OH:17])[CH:16]=[CH:15][CH:14]=[CH:13][CH:12]=1.C(=O)([O-])[O-].[K+].[K+].O. (2) Given the product [CH3:1][O:2][C:3]1[CH:8]=[CH:7][C:6]2[NH:9][C:11]([CH3:12])=[N:10][C:5]=2[CH:4]=1, predict the reactants needed to synthesize it. The reactants are: [CH3:1][O:2][C:3]1[CH:8]=[CH:7][C:6]([NH2:9])=[C:5]([NH2:10])[CH:4]=1.[C:11](O)(=O)[CH3:12]. (3) Given the product [Cl:2][Si:1]([Cl:5])([Cl:3])[CH2:14][CH:13]([CH2:11][CH3:12])[CH2:17][CH2:18][CH2:19][CH3:20], predict the reactants needed to synthesize it. The reactants are: [Si:1]([Cl:5])(Cl)([Cl:3])[Cl:2].C1COCC1.[CH2:11]([CH:13]([CH2:17][CH2:18][CH2:19][CH3:20])[CH2:14][Mg]Br)[CH3:12].